Dataset: Reaction yield outcomes from USPTO patents with 853,638 reactions. Task: Predict the reaction yield, written as a fraction of the theoretical maximum amount of product (1.0 means a 100% yield; for example, 0.34 means a 34% yield). (1) The reactants are [F:1][C:2]1[C:7]([F:8])=[CH:6][C:5]([NH:9][C:10]2[S:11][CH:12]=[CH:13][C:14]=2[C:15]#[N:16])=[C:4]([N+:17]([O-])=O)[CH:3]=1.[ClH:20]. The catalyst is C(O)C. The product is [ClH:20].[F:8][C:7]1[C:2]([F:1])=[CH:3][C:4]2[N:17]=[C:15]([NH2:16])[C:14]3[CH:13]=[CH:12][S:11][C:10]=3[NH:9][C:5]=2[CH:6]=1. The yield is 0.860. (2) The reactants are [NH2:1][C:2]1[CH:7]=[CH:6][C:5]([Br:8])=[CH:4][C:3]=1[NH:9][CH:10]1[CH2:13][N:12]([C:14]([O:16][C:17]([CH3:20])([CH3:19])[CH3:18])=[O:15])[CH2:11]1.[CH:21](OC)(OC)OC. The catalyst is CN(C=O)C.Cl. The product is [Br:8][C:5]1[CH:6]=[CH:7][C:2]2[N:1]=[CH:21][N:9]([CH:10]3[CH2:13][N:12]([C:14]([O:16][C:17]([CH3:20])([CH3:19])[CH3:18])=[O:15])[CH2:11]3)[C:3]=2[CH:4]=1. The yield is 0.800. (3) The reactants are C(OC(=O)[NH:10][CH2:11][CH2:12][CH2:13][CH2:14][C:15]1[CH:20]=[CH:19][C:18]([CH2:21][CH2:22][CH2:23][CH2:24][N:25]([CH2:46][C@@H:47]([C:49]2[CH:54]=[CH:53][C:52]([O:55][CH2:56][C:57]3C=CC=CC=3)=[C:51]([NH:63][CH:64]=[O:65])[CH:50]=2)[OH:48])[CH2:26][C@H:27]([OH:45])[C:28]2[CH:33]=[CH:32][C:31]([O:34]CC3C=CC=CC=3)=[C:30]([NH:42][CH:43]=[O:44])[CH:29]=2)=[CH:17][CH:16]=1)C1C=CC=CC=1.C[OH:68]. The catalyst is C(O)(=O)C.[OH-].[OH-].[Pd+2].ClCCl. The product is [C:56]([OH:68])(=[O:55])[CH3:57].[C:56]([OH:68])(=[O:55])[CH3:57].[OH:34][C:31]1[CH:32]=[CH:33][C:28]([C@@H:27]([OH:45])[CH2:26][N:25]([CH2:46][C@H:47]([OH:48])[C:49]2[CH:54]=[CH:53][C:52]([OH:55])=[C:51]([NH:63][CH:64]=[O:65])[CH:50]=2)[CH2:24][CH2:23][CH2:22][CH2:21][C:18]2[CH:17]=[CH:16][C:15]([CH2:14][CH2:13][CH2:12][CH2:11][NH2:10])=[CH:20][CH:19]=2)=[CH:29][C:30]=1[NH:42][CH:43]=[O:44]. The yield is 0.980. (4) The reactants are [CH3:1][O:2][C:3]1[N:4]=[C:5]2[C:10](=[CH:11][CH:12]=1)[N:9]=[CH:8][C:7]([N+:13]([O-:15])=[O:14])=[C:6]2O.O=P(Cl)(Cl)[Cl:19]. The catalyst is CN(C=O)C. The product is [Cl:19][C:6]1[C:7]([N+:13]([O-:15])=[O:14])=[CH:8][N:9]=[C:10]2[C:5]=1[N:4]=[C:3]([O:2][CH3:1])[CH:12]=[CH:11]2. The yield is 0.930.